Dataset: Forward reaction prediction with 1.9M reactions from USPTO patents (1976-2016). Task: Predict the product of the given reaction. Given the reactants [O:1]1[C:5]2([CH2:10][CH2:9][N:8]([C:11]#[N:12])[CH2:7][CH2:6]2)[O:4][CH2:3][CH2:2]1.[OH:13][NH:14][C:15](=N)[C:16]([CH3:19])([CH3:18])[CH3:17], predict the reaction product. The product is: [C:16]([C:15]1[N:12]=[C:11]([N:8]2[CH2:7][CH2:6][C:5]3([O:4][CH2:3][CH2:2][O:1]3)[CH2:10][CH2:9]2)[O:13][N:14]=1)([CH3:19])([CH3:18])[CH3:17].